Dataset: Forward reaction prediction with 1.9M reactions from USPTO patents (1976-2016). Task: Predict the product of the given reaction. Given the reactants C[Si](C)(C(C)(C)C)O[CH2:4][C@@H:5]1[C@@H:6]2[C@@H:7](O[C:4](=O)[CH2:5]2)[CH2:7][C@H:6]1OC1[CH2:7][CH2:6][CH2:5][CH2:4]O1.[Br-].C(OC(=O)CCC[Zn+])C.P(=O)(O)O.FC1C(F)=CC=CC=1O[CH2:44][C@H:45]([OH:65])/[CH:46]=[CH:47]/[C@@H:48]1[C@@H:57]2[C@@H:51]([O:52][CH2:53][C@@H:54]([CH2:58][CH2:59][CH2:60][C:61]([OH:63])=[O:62])[CH2:55][CH2:56]2)[CH2:50][C@H:49]1[OH:64], predict the reaction product. The product is: [OH:64][C@@H:49]1[CH2:50][C@@H:51]2[O:52][CH2:53][C@@H:54]([CH2:58][CH2:59][CH2:60][C:61]([OH:63])=[O:62])[CH2:55][CH2:56][C@@H:57]2[C@H:48]1/[CH:47]=[CH:46]/[C@@H:45]([OH:65])[CH2:44][CH2:4][CH2:5][CH2:6][CH3:7].